From a dataset of hERG potassium channel inhibition data for cardiac toxicity prediction from Karim et al.. Regression/Classification. Given a drug SMILES string, predict its toxicity properties. Task type varies by dataset: regression for continuous values (e.g., LD50, hERG inhibition percentage) or binary classification for toxic/non-toxic outcomes (e.g., AMES mutagenicity, cardiotoxicity, hepatotoxicity). Dataset: herg_karim. (1) The compound is NC(=O)n1nc(NCC(=O)NC2CN([C@H]3CC[C@@H](c4nccs4)CC3)C2)c2cc(C(F)(F)F)ccc21. The result is 0 (non-blocker). (2) The compound is CCCCNCC(O)c1cc(Cl)cc2c1-c1ccc(Cl)cc1/C2=C/c1ccc(Cl)cc1. The result is 1 (blocker). (3) The compound is Cc1ncoc1-c1nnc(SCCCN2CCc3ccc4nc(C(F)(F)F)oc4c3CC2)n1C. The result is 1 (blocker). (4) The drug is O=C(O)Cc1ccc(N2CCC(CN3CCC(Oc4ccc(Cl)c(Cl)c4)CC3)CC2)cc1. The result is 0 (non-blocker). (5) The compound is COCCC[N+]1CCC(NC(=O)c2cc(Cl)c(N)c3c2OCC3)CC1. The result is 1 (blocker). (6) The compound is COc1cnc(-c2cccc3c2CC(NC(=O)c2ccc(COCC(F)(F)F)nc2)CO3)cn1. The result is 0 (non-blocker).